Dataset: Forward reaction prediction with 1.9M reactions from USPTO patents (1976-2016). Task: Predict the product of the given reaction. (1) Given the reactants [Br:1][C:2]1[CH:7]=[CH:6][C:5]([CH:8]([NH:12][C:13]([O:15][C:16]([CH3:19])([CH3:18])[CH3:17])=[O:14])[C:9]([OH:11])=[O:10])=[CH:4][CH:3]=1.C(=O)([O-])O.[K+].[CH2:25](Br)[C:26]1[CH:31]=[CH:30][CH:29]=[CH:28][CH:27]=1.O, predict the reaction product. The product is: [CH2:25]([O:10][C:9](=[O:11])[CH:8]([C:5]1[CH:4]=[CH:3][C:2]([Br:1])=[CH:7][CH:6]=1)[NH:12][C:13]([O:15][C:16]([CH3:19])([CH3:18])[CH3:17])=[O:14])[C:26]1[CH:31]=[CH:30][CH:29]=[CH:28][CH:27]=1. (2) Given the reactants [CH:1]([C:4]1[O:8][C:7]([C@@H:9]2[NH:14][CH2:13][C@@H:12]([C:15]([O:17][CH3:18])=[O:16])[CH2:11][CH2:10]2)=[N:6][N:5]=1)([CH3:3])[CH3:2].C=O.[C:21](O)(=O)C.C(O[BH-](OC(=O)C)OC(=O)C)(=O)C.[Na+], predict the reaction product. The product is: [CH:1]([C:4]1[O:8][C:7]([C@@H:9]2[N:14]([CH3:21])[CH2:13][C@@H:12]([C:15]([O:17][CH3:18])=[O:16])[CH2:11][CH2:10]2)=[N:6][N:5]=1)([CH3:3])[CH3:2].